From a dataset of Peptide-MHC class I binding affinity with 185,985 pairs from IEDB/IMGT. Regression. Given a peptide amino acid sequence and an MHC pseudo amino acid sequence, predict their binding affinity value. This is MHC class I binding data. (1) The peptide sequence is RLIWSHHHI. The MHC is HLA-A68:01 with pseudo-sequence HLA-A68:01. The binding affinity (normalized) is 0. (2) The peptide sequence is AYERMCNIL. The MHC is HLA-A02:01 with pseudo-sequence HLA-A02:01. The binding affinity (normalized) is 0. (3) The peptide sequence is VPIAWAAA. The MHC is HLA-B07:02 with pseudo-sequence HLA-B07:02. The binding affinity (normalized) is 0.541. (4) The peptide sequence is RVHGATVFK. The MHC is HLA-A69:01 with pseudo-sequence HLA-A69:01. The binding affinity (normalized) is 0.0847. (5) The peptide sequence is YMRERFEPM. The MHC is BoLA-JSP.1 with pseudo-sequence BoLA-JSP.1. The binding affinity (normalized) is 0.0641. (6) The peptide sequence is YLEGTRTLL. The MHC is HLA-A02:11 with pseudo-sequence HLA-A02:11. The binding affinity (normalized) is 0.0847. (7) The peptide sequence is DLSRHSWDL. The MHC is HLA-B58:01 with pseudo-sequence HLA-B58:01. The binding affinity (normalized) is 0.0847. (8) The peptide sequence is CTDDNALAYY. The MHC is HLA-A23:01 with pseudo-sequence HLA-A23:01. The binding affinity (normalized) is 0.